Dataset: Cav3 T-type calcium channel HTS with 100,875 compounds. Task: Binary Classification. Given a drug SMILES string, predict its activity (active/inactive) in a high-throughput screening assay against a specified biological target. The drug is Clc1ccc(S(=O)(=O)N2C(CCC2)C(=O)NCc2ccc(OC)cc2)cc1. The result is 0 (inactive).